From a dataset of Reaction yield outcomes from USPTO patents with 853,638 reactions. Predict the reaction yield, written as a fraction of the theoretical maximum amount of product (1.0 means a 100% yield; for example, 0.34 means a 34% yield). (1) The reactants are CC1(C)COB(B2OCC(C)(C)CO2)OC1.C([O-])(=O)C.[K+].Br[C:23]1[CH:28]=[CH:27][C:26]([C:29]2([OH:33])[CH2:32][O:31][CH2:30]2)=[CH:25][CH:24]=1.Br[C:35]1[CH:36]=[C:37]2[C:41](=[CH:42][C:43]=1[Cl:44])[NH:40][CH:39]=[C:38]2[CH:45]=[O:46].C(=O)([O-])[O-].[K+].[K+]. The catalyst is O1CCOCC1.C1C=CC(P(C2C=CC=CC=2)[C-]2C=CC=C2)=CC=1.C1C=CC(P(C2C=CC=CC=2)[C-]2C=CC=C2)=CC=1.Cl[Pd]Cl.[Fe+2].CCO.C1(C)C=CC=CC=1. The product is [Cl:44][C:43]1[CH:42]=[C:41]2[C:37]([C:38]([CH:45]=[O:46])=[CH:39][NH:40]2)=[CH:36][C:35]=1[C:23]1[CH:28]=[CH:27][C:26]([C:29]2([OH:33])[CH2:32][O:31][CH2:30]2)=[CH:25][CH:24]=1. The yield is 0.350. (2) The reactants are [Cl:1][C:2]1[CH:7]=[CH:6][C:5]([O:8][CH3:9])=[CH:4][C:3]=1[C:10]1[CH:20]=[C:19]([CH3:21])[C:13]2[N:14]=[C:15]([NH2:18])[N:16]=[N:17][C:12]=2[CH:11]=1.Br[C:23]1[CH:24]=[C:25]([S:29][CH2:30][CH2:31][N:32]2[CH2:36][CH2:35][CH2:34][CH2:33]2)[CH:26]=[CH:27][CH:28]=1.CC1(C)C2C(=C(P(C3C=CC=CC=3)C3C=CC=CC=3)C=CC=2)OC2C(P(C3C=CC=CC=3)C3C=CC=CC=3)=CC=CC1=2.CC(C)([O-])C.[K+]. The catalyst is O1CCOCC1.C([O-])(=O)C.[Pd+2].C([O-])(=O)C. The product is [Cl:1][C:2]1[CH:7]=[CH:6][C:5]([O:8][CH3:9])=[CH:4][C:3]=1[C:10]1[CH:20]=[C:19]([CH3:21])[C:13]2[N:14]=[C:15]([NH:18][C:23]3[CH:28]=[CH:27][CH:26]=[C:25]([S:29][CH2:30][CH2:31][N:32]4[CH2:33][CH2:34][CH2:35][CH2:36]4)[CH:24]=3)[N:16]=[N:17][C:12]=2[CH:11]=1. The yield is 0.740. (3) The reactants are [Cl:1][C:2]1[CH:7]=[CH:6][C:5]([OH:8])=[CH:4][CH:3]=1.[H-].[Na+].[N+]([C:14]1[O:18][C:17]([CH:19]=[O:20])=[CH:16][CH:15]=1)([O-])=O.O. The catalyst is CS(C)=O.C(OCC)(=O)C.CCCCCC. The product is [Cl:1][C:2]1[CH:7]=[CH:6][C:5]([O:8][C:14]2[O:18][C:17]([CH:19]=[O:20])=[CH:16][CH:15]=2)=[CH:4][CH:3]=1. The yield is 0.530. (4) The reactants are [CH3:1][CH:2]1[CH2:7][CH2:6][CH2:5][CH:4]([CH3:8])[N:3]1[CH2:9][CH2:10][NH2:11].Cl[C:13]1[N:14]=[N+:15]([O-:25])[C:16]2[CH:22]=[CH:21][C:20]([O:23][CH3:24])=[CH:19][C:17]=2[N:18]=1. The catalyst is COCCOC. The product is [CH3:1][CH:2]1[CH2:7][CH2:6][CH2:5][CH:4]([CH3:8])[N:3]1[CH2:9][CH2:10][NH:11][C:13]1[N:14]=[N+:15]([O-:25])[C:16]2[CH:22]=[CH:21][C:20]([O:23][CH3:24])=[CH:19][C:17]=2[N:18]=1. The yield is 0.850. (5) The reactants are [OH:1][C:2]1[CH:11]=[C:10]([OH:12])[C:9]([CH:13]([CH3:15])[CH3:14])=[CH:8][C:3]=1[C:4]([O:6][CH3:7])=[O:5].C(=O)([O-])[O-].[K+].[K+].[CH3:22][O:23][CH2:24]Cl. The catalyst is C(#N)C. The product is [OH:1][C:2]1[CH:11]=[C:10]([O:12][CH2:22][O:23][CH3:24])[C:9]([CH:13]([CH3:15])[CH3:14])=[CH:8][C:3]=1[C:4]([O:6][CH3:7])=[O:5]. The yield is 0.800. (6) The reactants are Cl[CH2:2][C:3]1[CH:8]=[CH:7][C:6]([O:9][CH3:10])=[CH:5][CH:4]=1.[Br:11][C:12]1[CH:21]=[N:20][C:19]2[NH:18][C:17](=[O:22])[N:16]3[N:23]=[CH:24][N:25]=[C:15]3[C:14]=2[CH:13]=1.C(=O)([O-])[O-].[K+].[K+]. The catalyst is CN1CCCC1=O. The product is [Br:11][C:12]1[CH:21]=[N:20][C:19]2[N:18]([CH2:2][C:3]3[CH:8]=[CH:7][C:6]([O:9][CH3:10])=[CH:5][CH:4]=3)[C:17](=[O:22])[N:16]3[N:23]=[CH:24][N:25]=[C:15]3[C:14]=2[CH:13]=1. The yield is 0.700. (7) The reactants are [CH:1]1[C:10]2[C:5](=[CH:6][CH:7]=[CH:8][CH:9]=2)[CH:4]=[C:3]([C:11]([NH:13][C:14]2[NH:15][C:16]3[C:22]([C:23]([OH:25])=O)=[CH:21][CH:20]=[CH:19][C:17]=3[N:18]=2)=[O:12])[N:2]=1.CN(C(ON1N=NC2C=CC=CC1=2)=[N+](C)C)C.F[P-](F)(F)(F)(F)F.CCN(C(C)C)C(C)C.[NH:59]1[C:63]2[CH2:64][CH2:65][CH2:66][CH2:67][C:62]=2[N:61]=[C:60]1[NH2:68]. The catalyst is CN(C=O)C. The product is [NH:59]1[C:63]2[CH2:64][CH2:65][CH2:66][CH2:67][C:62]=2[N:61]=[C:60]1[NH:68][C:23]([C:22]1[C:16]2[N:15]=[C:14]([NH:13][C:11]([C:3]3[N:2]=[CH:1][C:10]4[C:5]([CH:4]=3)=[CH:6][CH:7]=[CH:8][CH:9]=4)=[O:12])[NH:18][C:17]=2[CH:19]=[CH:20][CH:21]=1)=[O:25]. The yield is 0.130. (8) The reactants are O[CH:2]([C:13]1[N:14]([S:26]([C:29]2[CH:34]=[CH:33][CH:32]=[C:31]([C:35]([CH3:38])([CH3:37])[CH3:36])[CH:30]=2)(=[O:28])=[O:27])[C:15]2[C:20]([CH:21]=1)=[CH:19][C:18]([C:22]([F:25])([F:24])[F:23])=[CH:17][CH:16]=2)[C:3]1[CH:12]=[CH:11][C:6]([C:7]([O:9][CH3:10])=[O:8])=[CH:5][CH:4]=1.[F-:39].[F-].[F-].C(N(SN(CC)CC)CC)C. The catalyst is ClCCl. The product is [CH3:37][C:35]([C:31]1[CH:30]=[C:29]([S:26]([N:14]2[C:15]3[C:20](=[CH:19][C:18]([C:22]([F:23])([F:25])[F:24])=[CH:17][CH:16]=3)[CH:21]=[C:13]2[CH:2]([F:39])[C:3]2[CH:12]=[CH:11][C:6]([C:7]([O:9][CH3:10])=[O:8])=[CH:5][CH:4]=2)(=[O:27])=[O:28])[CH:34]=[CH:33][CH:32]=1)([CH3:36])[CH3:38]. The yield is 0.850.